This data is from Full USPTO retrosynthesis dataset with 1.9M reactions from patents (1976-2016). The task is: Predict the reactants needed to synthesize the given product. (1) Given the product [F:12][C:13]1[CH:20]=[CH:19][C:16]([CH2:17][NH:1][C:2]2[CH:10]=[C:6]([C:7]([OH:9])=[O:8])[C:5]([OH:11])=[CH:4][CH:3]=2)=[CH:15][CH:14]=1, predict the reactants needed to synthesize it. The reactants are: [NH2:1][C:2]1[CH:10]=[C:6]([C:7]([OH:9])=[O:8])[C:5]([OH:11])=[CH:4][CH:3]=1.[F:12][C:13]1[CH:20]=[CH:19][C:16]([CH2:17]Br)=[CH:15][CH:14]=1. (2) Given the product [NH:31]1[C:35]2=[N:36][CH:37]=[CH:38][CH:39]=[C:34]2[C:33]([NH:40][C:17]([CH:14]2[CH2:13][CH2:12][N:11]([C:6]3[CH:7]=[CH:8][CH:9]=[C:10]4[C:5]=3[CH:4]=[CH:3][N:2]=[CH:1]4)[CH2:16][CH2:15]2)=[O:19])=[CH:32]1, predict the reactants needed to synthesize it. The reactants are: [CH:1]1[C:10]2[C:5](=[C:6]([N:11]3[CH2:16][CH2:15][CH:14]([C:17]([OH:19])=O)[CH2:13][CH2:12]3)[CH:7]=[CH:8][CH:9]=2)[CH:4]=[CH:3][N:2]=1.BrC1C=NC2C(C=1)=CC=CC=2.[NH:31]1[C:35]2=[N:36][CH:37]=[CH:38][CH:39]=[C:34]2[C:33]([NH2:40])=[CH:32]1. (3) Given the product [O:10]1[CH2:11][CH2:12][CH2:13][O:8][CH:9]1[C:14]1[CH:19]=[CH:18][C:17]([C:20]2[S:21][C:22]3[C:27]([N:28]=2)=[CH:26][CH:25]=[C:24]([C:29]([CH:31]2[CH2:32][C:33]([F:36])([F:35])[CH2:34]2)([OH:30])[CH2:5][Si:2]([CH3:3])([CH3:4])[CH3:1])[N:23]=3)=[C:16]([F:37])[CH:15]=1, predict the reactants needed to synthesize it. The reactants are: [CH3:1][Si:2]([CH2:5][Mg]Cl)([CH3:4])[CH3:3].[O:8]1[CH2:13][CH2:12][CH2:11][O:10][CH:9]1[C:14]1[CH:19]=[CH:18][C:17]([C:20]2[S:21][C:22]3[C:27]([N:28]=2)=[CH:26][CH:25]=[C:24]([C:29]([CH:31]2[CH2:34][C:33]([F:36])([F:35])[CH2:32]2)=[O:30])[N:23]=3)=[C:16]([F:37])[CH:15]=1.